This data is from Full USPTO retrosynthesis dataset with 1.9M reactions from patents (1976-2016). The task is: Predict the reactants needed to synthesize the given product. (1) The reactants are: Br.[CH3:2][C@@:3]1([C:9]([F:12])([F:11])[F:10])[CH2:7][NH:6][C:5](=[NH:8])[NH:4]1.C[O-].[Na+].F[CH:17]([C:23](OCC)=[O:24])[C:18](OCC)=[O:19].Cl. Given the product [OH:24][C:23]1[N:8]=[C:5]2[NH:4][C@:3]([CH3:2])([C:9]([F:12])([F:10])[F:11])[CH2:7][N:6]2[C:18](=[O:19])[CH:17]=1, predict the reactants needed to synthesize it. (2) Given the product [CH3:44][N:45]([CH2:47][CH2:48][CH2:49][C:9]1([C:26]2[CH:25]=[CH:24][C:23]([F:22])=[CH:28][CH:27]=2)[O:8][CH2:7][C:6]2[CH:5]=[C:4]([C:1]#[N:15])[CH:13]=[CH:12][C:11]1=2)[CH3:46], predict the reactants needed to synthesize it. The reactants are: [C:1]([C:4]1[CH:5]=[C:6]2[C:11](=[CH:12][CH:13]=1)[C:9](=O)[O:8][CH2:7]2)(O)=O.C[N:15](C)CCN(C)C.[F:22][C:23]1[CH:28]=[CH:27][C:26]([Mg]Br)=[CH:25][CH:24]=1.[Br-].[Mg+2].[Br-].C1(C2C(=CC=CC=2)CO1)=O.[CH3:44][N:45]([CH2:47][CH2:48][CH2:49][Mg]Cl)[CH3:46].CS(Cl)(=O)=O.O=P(Cl)(Cl)Cl.C(N)(C)(C)C.N. (3) Given the product [Br:1][C:2]1[CH:9]=[CH:8][C:5]([C:6]2[O:7][CH:22]=[N:21][CH:20]=2)=[CH:4][CH:3]=1, predict the reactants needed to synthesize it. The reactants are: [Br:1][C:2]1[CH:9]=[CH:8][C:5]([CH:6]=[O:7])=[CH:4][CH:3]=1.S([CH2:20][N+:21]#[C-:22])(C1C=CC(C)=CC=1)(=O)=O.C(=O)([O-])[O-].[K+].[K+]. (4) Given the product [CH:9]1([N:6]2[CH2:7][CH2:8][C:2]3[S:27][C:25]([C:22]4[CH:23]=[CH:24][C:19]([C:17]5[N:16]=[N:15][S:14][CH:18]=5)=[CH:20][CH:21]=4)=[N:26][C:3]=3[CH2:4][CH2:5]2)[CH2:12][CH2:11][CH2:10]1, predict the reactants needed to synthesize it. The reactants are: Br[CH:2]1[CH2:8][CH2:7][N:6]([CH:9]2[CH2:12][CH2:11][CH2:10]2)[CH2:5][CH2:4][C:3]1=O.[S:14]1[CH:18]=[C:17]([C:19]2[CH:24]=[CH:23][C:22]([C:25](=[S:27])[NH2:26])=[CH:21][CH:20]=2)[N:16]=[N:15]1.